The task is: Predict which catalyst facilitates the given reaction.. This data is from Catalyst prediction with 721,799 reactions and 888 catalyst types from USPTO. (1) The catalyst class is: 11. Product: [Cl:1][C:2]1[CH:10]=[CH:9][C:5]([C:6]([O:8][C:20]([CH3:30])([CH3:25])[CH3:21])=[O:7])=[C:4]([N+:11]([O-:13])=[O:12])[CH:3]=1. Reactant: [Cl:1][C:2]1[CH:10]=[CH:9][C:5]([C:6]([OH:8])=[O:7])=[C:4]([N+:11]([O-:13])=[O:12])[CH:3]=1.N1C=CC=CC=1.[C:20]1([CH3:30])[CH:25]=CC(S(Cl)(=O)=O)=C[CH:21]=1.C(O)(C)(C)C. (2) Reactant: C(OC(=O)[NH:7][C:8]1[CH:13]=[C:12]([NH:14][C:15]([NH2:17])=[O:16])[CH:11]=[CH:10][C:9]=1[O:18][CH3:19])(C)(C)C. Product: [NH2:7][C:8]1[CH:13]=[C:12]([NH:14][C:15]([NH2:17])=[O:16])[CH:11]=[CH:10][C:9]=1[O:18][CH3:19]. The catalyst class is: 55. (3) Reactant: [O-:1][N+:2]1[C:7]2[CH:8]=[CH:9][CH:10]=[CH:11][C:6]=2[N+:5]([O-:12])=[C:4]([NH:13][CH2:14][CH2:15][CH2:16][CH2:17][CH2:18][CH2:19][NH2:20])[N:3]=1.[N-]1C=CN=C1.[CH:26]1[C:39]2[C:30](=[N:31][C:32]3[C:37]([CH:38]=2)=[CH:36][CH:35]=[CH:34][CH:33]=3)[C:29]([C:40](O)=[O:41])=[CH:28][CH:27]=1. Product: [O-:1][N+:2]1[C:7]2[CH:8]=[CH:9][CH:10]=[CH:11][C:6]=2[N+:5]([O-:12])=[C:4]([NH:13][CH2:14][CH2:15][CH2:16][CH2:17][CH2:18][CH2:19][NH:20][C:40]([C:29]2[C:30]3[C:39](=[CH:38][C:37]4[C:32]([N:31]=3)=[CH:33][CH:34]=[CH:35][CH:36]=4)[CH:26]=[CH:27][CH:28]=2)=[O:41])[N:3]=1. The catalyst class is: 118. (4) The catalyst class is: 5. Reactant: [NH2:1][C:2]1[N:10]=[C:9]([O:11][CH2:12][CH2:13][O:14][CH3:15])[N:8]=[C:7]2[C:3]=1[N:4]=[C:5](Br)[N:6]2[CH2:16][C:17]1[CH:18]=[C:19]([CH2:23][OH:24])[CH:20]=[CH:21][CH:22]=1.[CH3:26][O-:27].[Na+]. Product: [NH2:1][C:2]1[N:10]=[C:9]([O:11][CH2:12][CH2:13][O:14][CH3:15])[N:8]=[C:7]2[C:3]=1[N:4]=[C:5]([O:27][CH3:26])[N:6]2[CH2:16][C:17]1[CH:18]=[C:19]([CH2:23][OH:24])[CH:20]=[CH:21][CH:22]=1. (5) Reactant: C(O[CH:4]=[CH:5][C:6](=O)[C:7]([F:10])([F:9])[F:8])C.[CH3:12][NH:13][NH2:14]. Product: [CH3:12][N:13]1[CH:4]=[CH:5][C:6]([C:7]([F:10])([F:9])[F:8])=[N:14]1. The catalyst class is: 5. (6) Reactant: [CH3:1][N:2]1[CH:6]=[CH:5][C:4]([CH3:7])=[C:3]1[C:8]1[N:12]([C:13]2[CH:18]=[CH:17][C:16]([O:19]C)=[CH:15][C:14]=2[F:21])[N:11]=[C:10]([CH3:22])[C:9]=1[C:23]#[N:24].B(Br)(Br)Br. Product: [CH3:1][N:2]1[CH:6]=[CH:5][C:4]([CH3:7])=[C:3]1[C:8]1[N:12]([C:13]2[CH:18]=[CH:17][C:16]([OH:19])=[CH:15][C:14]=2[F:21])[N:11]=[C:10]([CH3:22])[C:9]=1[C:23]#[N:24]. The catalyst class is: 2. (7) Reactant: [C:1]([O:11][CH:12]([CH3:14])[CH3:13])(=[O:10])/[CH:2]=[CH:3]/[C:4]([O:6][CH:7]([CH3:9])[CH3:8])=[O:5].[C:15]([O:25][CH:26]([CH3:28])[CH3:27])(=[O:24])[CH:16]=[CH:17][C:18]1[CH:23]=[CH:22][CH:21]=[CH:20][CH:19]=1.C(C1C=CC=CC=1C=C)=C.C(OOOC(C)(C)C)(=O)C(C)(C)C. Product: [C:4]([O:6][CH:7]([CH3:9])[CH3:8])(=[O:5])/[CH:3]=[CH:2]/[C:1]([O:11][CH:12]([CH3:14])[CH3:13])=[O:10].[C:15]([O:25][CH:26]([CH3:28])[CH3:27])(=[O:24])[CH:16]=[CH:17][C:18]1[CH:19]=[CH:20][CH:21]=[CH:22][CH:23]=1. The catalyst class is: 83.